Dataset: Catalyst prediction with 721,799 reactions and 888 catalyst types from USPTO. Task: Predict which catalyst facilitates the given reaction. (1) Reactant: [F:1][C:2]1[C:3]([C:10]2[CH:15]=[CH:14][C:13]([C:16]([O:18]C)=[O:17])=[CH:12][C:11]=2[C:20]([O:22][CH3:23])=[O:21])=[CH:4][C:5]([O:8][CH3:9])=[N:6][CH:7]=1.[OH-].[K+].Cl. The catalyst class is: 36. Product: [F:1][C:2]1[C:3]([C:10]2[CH:15]=[CH:14][C:13]([C:16]([OH:18])=[O:17])=[CH:12][C:11]=2[C:20]([O:22][CH3:23])=[O:21])=[CH:4][C:5]([O:8][CH3:9])=[N:6][CH:7]=1. (2) Reactant: C([O:4][CH2:5][C@:6]1([C:20]#[C:21][Si](C)(C)C)[CH:10]=[CH:9][CH:8]([N:11]2[CH:16]=[C:15]([CH3:17])[C:14](=[O:18])[NH:13][C:12]2=[O:19])[O:7]1)(=O)C.[OH-].[Na+].[Cl-].[NH4+]. Product: [C:20]([C@:6]1([CH2:5][OH:4])[O:7][C@H:8]([N:11]2[CH:16]=[C:15]([CH3:17])[C:14](=[O:18])[NH:13][C:12]2=[O:19])[CH:9]=[CH:10]1)#[CH:21]. The catalyst class is: 200. (3) Reactant: C[Si](C)(C)N[Si](C)(C)C.[Cl:10][C:11]1[CH:16]=[CH:15][CH:14]=[CH:13][C:12]=1[SH:17].C[S:19]([CH3:21])=O. Product: [Cl:10][C:11]1[CH:16]=[CH:15][CH:14]=[CH:13][C:12]=1[S:17][S:19][C:21]1[CH:15]=[CH:14][CH:13]=[CH:12][C:11]=1[Cl:10]. The catalyst class is: 10. (4) Reactant: FC(F)(F)C(O)=O.[CH2:8]([O:15][C:16]([NH:18][C@H:19]1[CH2:24][CH2:23][N:22](C(OC(C)(C)C)=O)[CH2:21][C@H:20]1[F:32])=[O:17])[C:9]1[CH:14]=[CH:13][CH:12]=[CH:11][CH:10]=1. Product: [F:32][C@H:20]1[C@@H:19]([NH:18][C:16](=[O:17])[O:15][CH2:8][C:9]2[CH:14]=[CH:13][CH:12]=[CH:11][CH:10]=2)[CH2:24][CH2:23][NH:22][CH2:21]1. The catalyst class is: 326. (5) Product: [Br:1][C:2]1[N:6]([S:7]([C:10]2[CH:15]=[CH:14][CH:13]=[CH:12][CH:11]=2)(=[O:9])=[O:8])[CH:5]=[C:4]([CH2:16][N:17]([CH3:18])[C:19](=[O:22])[O:20][C:4]([CH3:16])([CH3:5])[CH3:3])[CH:3]=1. Reactant: [Br:1][C:2]1[N:6]([S:7]([C:10]2[CH:15]=[CH:14][CH:13]=[CH:12][CH:11]=2)(=[O:9])=[O:8])[CH:5]=[C:4]([CH2:16][NH:17][CH3:18])[CH:3]=1.[C:19](=[O:22])([O-])[OH:20].[Na+]. The catalyst class is: 13. (6) Reactant: [C:1]1([CH2:7][CH2:8][CH2:9][NH:10][C:11]([C:13]2[CH:14]([C:25]3[CH:30]=[CH:29][CH:28]=[C:27]([Cl:31])[CH:26]=3)[NH:15][C:16](=[O:24])[NH:17][C:18]=2[CH2:19][O:20][CH2:21][CH2:22]Cl)=[O:12])[CH:6]=[CH:5][CH:4]=[CH:3][CH:2]=1.[N-:32]=[N+:33]=[N-:34].[Na+].[I-].[Na+]. Product: [C:1]1([CH2:7][CH2:8][CH2:9][NH:10][C:11]([C:13]2[CH:14]([C:25]3[CH:30]=[CH:29][CH:28]=[C:27]([Cl:31])[CH:26]=3)[NH:15][C:16](=[O:24])[NH:17][C:18]=2[CH2:19][O:20][CH2:21][CH2:22][N:32]=[N+:33]=[N-:34])=[O:12])[CH:2]=[CH:3][CH:4]=[CH:5][CH:6]=1. The catalyst class is: 3.